Dataset: NCI-60 drug combinations with 297,098 pairs across 59 cell lines. Task: Regression. Given two drug SMILES strings and cell line genomic features, predict the synergy score measuring deviation from expected non-interaction effect. (1) Drug 1: COC1=C(C=C2C(=C1)N=CN=C2NC3=CC(=C(C=C3)F)Cl)OCCCN4CCOCC4. Drug 2: CCCCCOC(=O)NC1=NC(=O)N(C=C1F)C2C(C(C(O2)C)O)O. Cell line: HT29. Synergy scores: CSS=18.3, Synergy_ZIP=0.609, Synergy_Bliss=0.735, Synergy_Loewe=-22.9, Synergy_HSA=-1.51. (2) Drug 1: CC1=C2C(C(=O)C3(C(CC4C(C3C(C(C2(C)C)(CC1OC(=O)C(C(C5=CC=CC=C5)NC(=O)C6=CC=CC=C6)O)O)OC(=O)C7=CC=CC=C7)(CO4)OC(=O)C)O)C)OC(=O)C. Drug 2: C1CC(=O)NC(=O)C1N2C(=O)C3=CC=CC=C3C2=O. Cell line: NCI/ADR-RES. Synergy scores: CSS=8.85, Synergy_ZIP=-0.127, Synergy_Bliss=3.50, Synergy_Loewe=-6.92, Synergy_HSA=1.05. (3) Drug 1: C1CNP(=O)(OC1)N(CCCl)CCCl. Drug 2: C1C(C(OC1N2C=NC(=NC2=O)N)CO)O. Cell line: SK-OV-3. Synergy scores: CSS=-3.55, Synergy_ZIP=6.33, Synergy_Bliss=6.07, Synergy_Loewe=4.27, Synergy_HSA=-4.09. (4) Drug 1: C1=NNC2=C1C(=O)NC=N2. Drug 2: C1CC(=O)NC(=O)C1N2C(=O)C3=CC=CC=C3C2=O. Cell line: COLO 205. Synergy scores: CSS=-1.72, Synergy_ZIP=-1.41, Synergy_Bliss=-9.99, Synergy_Loewe=-6.23, Synergy_HSA=-13.0.